Dataset: Peptide-MHC class II binding affinity with 134,281 pairs from IEDB. Task: Regression. Given a peptide amino acid sequence and an MHC pseudo amino acid sequence, predict their binding affinity value. This is MHC class II binding data. (1) The peptide sequence is ATAAAIQLKCSDSMP. The MHC is DRB1_1302 with pseudo-sequence DRB1_1302. The binding affinity (normalized) is 0.212. (2) The peptide sequence is HEAINIALIAVSLIA. The MHC is DRB1_0101 with pseudo-sequence DRB1_0101. The binding affinity (normalized) is 1.00. (3) The peptide sequence is YNNNEAFKVENGSAA. The MHC is HLA-DPA10201-DPB10101 with pseudo-sequence HLA-DPA10201-DPB10101. The binding affinity (normalized) is 0.206. (4) The peptide sequence is GVDNFCVKVLAPYMP. The MHC is HLA-DQA10501-DQB10302 with pseudo-sequence HLA-DQA10501-DQB10302. The binding affinity (normalized) is 0.511.